This data is from hERG potassium channel inhibition data for cardiac toxicity prediction from Karim et al.. The task is: Regression/Classification. Given a drug SMILES string, predict its toxicity properties. Task type varies by dataset: regression for continuous values (e.g., LD50, hERG inhibition percentage) or binary classification for toxic/non-toxic outcomes (e.g., AMES mutagenicity, cardiotoxicity, hepatotoxicity). Dataset: herg_karim. (1) The result is 1 (blocker). The molecule is CN1Cc2cncn2Cc2ccc(C#N)c(c2)Oc2ccc3c(c2)[C@@H](CC3)N2CC[C@@H]1C2=O. (2) The drug is Clc1ccc([C@]23CCCC[C@H]2CNC3)cc1Cl. The result is 1 (blocker). (3) The drug is CN(CCCC(=O)NC1COC1)C(=O)c1ccc2c(c1)c1c(n2C)CC[C@@H](C2CCOCC2)C1. The result is 0 (non-blocker). (4) The molecule is COc1cc2c(cc1OC)[C@@H]1C(=O)c3ccc4c(c3O[C@@H]1CO2)C=CC(C)(C)O4. The result is 0 (non-blocker).